Dataset: Full USPTO retrosynthesis dataset with 1.9M reactions from patents (1976-2016). Task: Predict the reactants needed to synthesize the given product. (1) The reactants are: [CH:1]([O:4][C:5]1[CH:6]=[C:7]([CH:25]=[C:26]([C:28](=[O:36])[NH:29][C:30]2[CH:34]=[CH:33][N:32]([CH3:35])[N:31]=2)[CH:27]=1)[O:8][C:9]1[CH:10]=[CH:11][C:12]([C:15]2[O:19][C:18]([C:20]([O:22]CC)=O)=[N:17][N:16]=2)=[N:13][CH:14]=1)([CH3:3])[CH3:2].[CH3:37][NH2:38].C1COCC1.CCCCCC. Given the product [CH:1]([O:4][C:5]1[CH:6]=[C:7]([CH:25]=[C:26]([C:28](=[O:36])[NH:29][C:30]2[CH:34]=[CH:33][N:32]([CH3:35])[N:31]=2)[CH:27]=1)[O:8][C:9]1[CH:10]=[CH:11][C:12]([C:15]2[O:19][C:18]([C:20]([NH:38][CH3:37])=[O:22])=[N:17][N:16]=2)=[N:13][CH:14]=1)([CH3:2])[CH3:3], predict the reactants needed to synthesize it. (2) The reactants are: [CH3:1][N:2]([CH:10]1[CH2:15][CH2:14][N:13]([CH3:16])[CH2:12][CH2:11]1)[C:3]1[CH:8]=[CH:7][CH:6]=[C:5]([NH2:9])[N:4]=1.[CH:17]1([C:20]([Cl:22])=[O:21])[CH2:19][CH2:18]1. Given the product [ClH:22].[CH3:1][N:2]([CH:10]1[CH2:15][CH2:14][N:13]([CH3:16])[CH2:12][CH2:11]1)[C:3]1[N:4]=[C:5]([NH:9][C:20]([CH:17]2[CH2:19][CH2:18]2)=[O:21])[CH:6]=[CH:7][CH:8]=1, predict the reactants needed to synthesize it. (3) Given the product [C:6]([N:13]1[CH2:19][CH2:18][CH2:17][C@H:14]1[C:15](=[O:16])[CH:1]([CH3:3])[CH3:2])([O:8][C:9]([CH3:12])([CH3:11])[CH3:10])=[O:7], predict the reactants needed to synthesize it. The reactants are: [CH:1]([Mg]Cl)([CH3:3])[CH3:2].[C:6]([N:13]1[CH2:19][CH2:18][CH2:17][C@H:14]1[CH:15]=[O:16])([O:8][C:9]([CH3:12])([CH3:11])[CH3:10])=[O:7]. (4) Given the product [CH:12]1([CH:18]2[CH2:19][CH2:20][N:21]([CH2:1][C:3]3[S:7][C:6]([NH:8][C:9](=[O:11])[CH3:10])=[N:5][CH:4]=3)[CH2:22][CH2:23]2)[CH2:13][CH2:14][CH2:15][CH2:16][CH2:17]1, predict the reactants needed to synthesize it. The reactants are: [CH:1]([C:3]1[S:7][C:6]([NH:8][C:9](=[O:11])[CH3:10])=[N:5][CH:4]=1)=O.[CH:12]1([CH:18]2[CH2:23][CH2:22][NH:21][CH2:20][CH2:19]2)[CH2:17][CH2:16][CH2:15][CH2:14][CH2:13]1. (5) Given the product [CH2:17]([C:7]1[CH:8]=[C:9]([CH3:12])[CH:10]=[CH:11][C:6]=1[S:3]([NH2:2])(=[O:5])=[O:4])[CH:16]=[CH2:15], predict the reactants needed to synthesize it. The reactants are: C[NH:2][S:3]([C:6]1[CH:11]=[CH:10][C:9]([CH3:12])=[CH:8][CH:7]=1)(=[O:5])=[O:4].[OH-].[Na+].[CH2:15](Br)[CH:16]=[CH2:17]. (6) Given the product [C:1]([NH:4][C:5]1[CH:21]=[CH:20][C:8]([O:9][CH2:10][CH2:11][C:12]([CH3:18])([CH3:19])[C:13]([O:15][CH2:16][CH3:17])=[O:14])=[CH:7][C:6]=1[NH:22][CH2:28][C:29]1[C:34]([Cl:35])=[CH:33][C:32]([C:36]([F:39])([F:37])[F:38])=[CH:31][N:30]=1)(=[O:3])[CH3:2], predict the reactants needed to synthesize it. The reactants are: [C:1]([NH:4][C:5]1[CH:21]=[CH:20][C:8]([O:9][CH2:10][CH2:11][C:12]([CH3:19])([CH3:18])[C:13]([O:15][CH2:16][CH3:17])=[O:14])=[CH:7][C:6]=1[NH2:22])(=[O:3])[CH3:2].CS(O[CH2:28][C:29]1[C:34]([Cl:35])=[CH:33][C:32]([C:36]([F:39])([F:38])[F:37])=[CH:31][N:30]=1)(=O)=O.C([O-])([O-])=O.[K+].[K+].[Na+].[I-]. (7) Given the product [CH2:1]([O:3][C:4]([C:6]1[C:14]2[C:9](=[CH:10][CH:11]=[CH:12][CH:13]=2)[N:8]([C:15]2[CH:16]=[N:17][CH:18]=[C:19]([C@@H:21]3[CH2:25][CH2:24][CH2:23][N:22]3[C:39](=[O:40])[C@@H:38]([NH:37][C:35](=[O:36])[C@@H:34]([N:33]([C:31]([O:30][C:26]([CH3:27])([CH3:29])[CH3:28])=[O:32])[CH3:46])[CH3:45])[CH:42]([CH3:44])[CH3:43])[CH:20]=2)[CH:7]=1)=[O:5])[CH3:2], predict the reactants needed to synthesize it. The reactants are: [CH2:1]([O:3][C:4]([C:6]1[C:14]2[C:9](=[CH:10][CH:11]=[CH:12][CH:13]=2)[N:8]([C:15]2[CH:16]=[N:17][CH:18]=[C:19]([C@@H:21]3[CH2:25][CH2:24][CH2:23][NH:22]3)[CH:20]=2)[CH:7]=1)=[O:5])[CH3:2].[C:26]([O:30][C:31]([N:33]([CH3:46])[C@@H:34]([CH3:45])[C:35]([NH:37][C@@H:38]([CH:42]([CH3:44])[CH3:43])[C:39](O)=[O:40])=[O:36])=[O:32])([CH3:29])([CH3:28])[CH3:27].[Cl-].COC1N=C(OC)N=C([N+]2(C)CCOCC2)N=1.